Task: Predict the product of the given reaction.. Dataset: Forward reaction prediction with 1.9M reactions from USPTO patents (1976-2016) Given the reactants [C:1]1([C:7]([C:9]2[CH:10]=[N:11][C:12]3[C:17]([C:18]=2[C:19]2[CH:24]=[CH:23][CH:22]=[CH:21][CH:20]=2)=[CH:16][CH:15]=[CH:14][C:13]=3[C:25]([F:28])([F:27])[F:26])=[O:8])[CH:6]=[CH:5][CH:4]=[CH:3][CH:2]=1.[CH3:29][O:30]C(OC)OC.[C:36]1(C)C=CC(S(O)(=O)=O)=CC=1.C([O-])([O-])[O-].C[O-].[Na+], predict the reaction product. The product is: [CH3:36][O:8][C:7]([O:30][CH3:29])([C:1]1[CH:6]=[CH:5][CH:4]=[CH:3][CH:2]=1)[C:9]1[CH:10]=[N:11][C:12]2[C:17]([C:18]=1[C:19]1[CH:20]=[CH:21][CH:22]=[CH:23][CH:24]=1)=[CH:16][CH:15]=[CH:14][C:13]=2[C:25]([F:28])([F:26])[F:27].